This data is from Peptide-MHC class I binding affinity with 185,985 pairs from IEDB/IMGT. The task is: Regression. Given a peptide amino acid sequence and an MHC pseudo amino acid sequence, predict their binding affinity value. This is MHC class I binding data. (1) The peptide sequence is LIENELMNY. The MHC is HLA-A30:02 with pseudo-sequence HLA-A30:02. The binding affinity (normalized) is 0.530. (2) The peptide sequence is RTLHPFGCK. The MHC is HLA-A23:01 with pseudo-sequence HLA-A23:01. The binding affinity (normalized) is 0.0847. (3) The peptide sequence is IPRLLRTFL. The MHC is HLA-B58:01 with pseudo-sequence HLA-B58:01. The binding affinity (normalized) is 0.0847. (4) The peptide sequence is HVIQNAFRK. The MHC is HLA-B27:05 with pseudo-sequence HLA-B27:05. The binding affinity (normalized) is 0.213. (5) The peptide sequence is YPHFMPTNL. The MHC is H-2-Db with pseudo-sequence H-2-Db. The binding affinity (normalized) is 0.511. (6) The peptide sequence is CTREEFTKK. The MHC is HLA-A30:01 with pseudo-sequence HLA-A30:01. The binding affinity (normalized) is 0.721. (7) The peptide sequence is KENDSKEGFF. The MHC is Patr-B2401 with pseudo-sequence Patr-B2401. The binding affinity (normalized) is 0.253. (8) The binding affinity (normalized) is 0. The MHC is HLA-A02:06 with pseudo-sequence HLA-A02:06. The peptide sequence is SLKRFTHTT. (9) The peptide sequence is LLRQHWLSL. The MHC is HLA-B07:02 with pseudo-sequence HLA-B07:02. The binding affinity (normalized) is 0.763. (10) The peptide sequence is LWEGNPGRF. The MHC is HLA-A23:01 with pseudo-sequence HLA-A23:01. The binding affinity (normalized) is 0.216.